This data is from Catalyst prediction with 721,799 reactions and 888 catalyst types from USPTO. The task is: Predict which catalyst facilitates the given reaction. (1) Reactant: [CH3:1][O:2][C:3]1[CH:4]=[C:5]2[C:10](=[CH:11][C:12]=1[O:13][CH3:14])[N:9]=[CH:8][CH:7]=[C:6]2[O:15][C:16]1[CH:21]=[CH:20][C:19]([OH:22])=[CH:18][CH:17]=1.[H-].[Na+].COC1C=C2C(=CC=1OC)N=[CH:32][CH:31]=[C:30]2[O:39][C:40]1[CH:45]=[CH:44][C:43](NC(NC2CCNCC2)=O)=[CH:42][CH:41]=1.[C:56](=O)([O-])O.[Na+]. Product: [CH3:1][O:2][C:3]1[CH:4]=[C:5]2[C:10](=[CH:11][C:12]=1[O:13][CH3:14])[N:9]=[CH:8][CH:7]=[C:6]2[O:15][C:16]1[CH:17]=[CH:18][C:19]([O:22][CH2:32][CH2:31][CH2:30][O:39][C:40]2[CH:41]=[CH:42][CH:43]=[C:44]([CH3:56])[CH:45]=2)=[CH:20][CH:21]=1. The catalyst class is: 9. (2) Reactant: [CH3:1][N:2]1[C:7]2=[C:8]3[N:13]([C:14]([C:15]4[CH:20]=[CH:19][CH:18]=[CH:17][CH:16]=4)=[C:6]2[C:5](=[O:27])[N:4]([CH3:28])[C:3]1=[O:29])[CH2:12][CH2:11][CH:10]=[C:9]3[C:21]1[O:22][C:23]([CH3:26])=[CH:24][CH:25]=1.C([O-])=O.[NH4+]. Product: [CH3:1][N:2]1[C:7]2=[C:8]3[N:13]([C:14]([C:15]4[CH:20]=[CH:19][CH:18]=[CH:17][CH:16]=4)=[C:6]2[C:5](=[O:27])[N:4]([CH3:28])[C:3]1=[O:29])[CH2:12][CH2:11][CH2:10][CH:9]3[C:21]1[O:22][C:23]([CH3:26])=[CH:24][CH:25]=1. The catalyst class is: 256.